The task is: Predict which catalyst facilitates the given reaction.. This data is from Catalyst prediction with 721,799 reactions and 888 catalyst types from USPTO. Reactant: [O:1]=[C:2]1[C:7]2[C:8]([C:18]3[CH:23]=[CH:22][C:21]([S:24]([NH2:27])(=[O:26])=[O:25])=[CH:20][CH:19]=3)=[N:9][N:10]([CH:11]3[CH2:16][CH2:15][C:14](=[O:17])[CH2:13][CH2:12]3)[C:6]=2[CH:5]=[CH:4][NH:3]1.Cl. Product: [OH:17][C:14]1([C:11]2[CH:16]=[CH:15][CH:14]=[CH:13][CH:12]=2)[CH2:13][CH2:12][CH:11]([N:10]2[C:6]3[CH:5]=[CH:4][NH:3][C:2](=[O:1])[C:7]=3[C:8]([C:18]3[CH:23]=[CH:22][C:21]([S:24]([NH2:27])(=[O:26])=[O:25])=[CH:20][CH:19]=3)=[N:9]2)[CH2:16][CH2:15]1. The catalyst class is: 1.